From a dataset of Catalyst prediction with 721,799 reactions and 888 catalyst types from USPTO. Predict which catalyst facilitates the given reaction. (1) Reactant: [F:1][C:2]1[CH:7]=[CH:6][C:5]([S:8]([NH:11][C:12]2[CH:17]=[C:16]([CH3:18])[CH:15]=[CH:14][C:13]=2[C:19]#[N:20])(=[O:10])=[O:9])=[CH:4][CH:3]=1.[N-:21]=[N+:22]=[N-:23].[Na+].[Cl-].[NH4+].Cl. Product: [NH:21]1[C:19]([C:13]2[CH:14]=[CH:15][C:16]([CH3:18])=[CH:17][C:12]=2[NH:11][S:8]([C:5]2[CH:6]=[CH:7][C:2]([F:1])=[CH:3][CH:4]=2)(=[O:10])=[O:9])=[N:20][N:23]=[N:22]1. The catalyst class is: 3. (2) Reactant: C(OC(=O)[NH:7][C@H:8]([CH3:15])[CH2:9][N:10]1[CH:14]=[CH:13][CH:12]=[N:11]1)(C)(C)C.[F:17][C:18]([F:23])([F:22])[C:19]([OH:21])=[O:20]. Product: [F:17][C:18]([F:23])([F:22])[C:19]([OH:21])=[O:20].[CH3:15][C@@H:8]([NH2:7])[CH2:9][N:10]1[CH:14]=[CH:13][CH:12]=[N:11]1. The catalyst class is: 4. (3) Product: [NH:1]([C:28]([O:30][C:31]([CH3:34])([CH3:33])[CH3:32])=[O:29])[C@H:2]([C:25]([OH:27])=[O:26])[CH2:3][CH2:4][CH2:5][CH2:6][NH2:7].[CH2:35]([N-:47][CH2:48][CH2:49][CH2:50][CH2:51][CH2:52][CH2:53][CH2:54][CH2:55][CH2:56][CH2:57][CH2:58][CH2:59][CH2:60][CH3:61])[CH2:36][CH2:37][CH2:38][CH2:39][CH2:40][CH2:41][CH2:42][CH2:43][CH2:44][CH2:45][CH3:46]. Reactant: [NH:1]([C:28]([O:30][C:31]([CH3:34])([CH3:33])[CH3:32])=[O:29])[C@H:2]([C:25]([OH:27])=[O:26])[CH2:3][CH2:4][CH2:5][CH2:6][NH:7]C(OCC1C2C(=CC=CC=2)C2C1=CC=CC=2)=O.[CH2:35]([N-:47][CH2:48][CH2:49][CH2:50][CH2:51][CH2:52][CH2:53][CH2:54][CH2:55][CH2:56][CH2:57][CH2:58][CH2:59][CH2:60][CH3:61])[CH2:36][CH2:37][CH2:38][CH2:39][CH2:40][CH2:41][CH2:42][CH2:43][CH2:44][CH2:45][CH3:46].C(NCC)C. The catalyst class is: 4.